Dataset: HIV replication inhibition screening data with 41,000+ compounds from the AIDS Antiviral Screen. Task: Binary Classification. Given a drug SMILES string, predict its activity (active/inactive) in a high-throughput screening assay against a specified biological target. The molecule is COc1ccc(C(c2ccccc2C(=O)O)c2ccc(OC)c3ccccc23)c2ccccc12. The result is 0 (inactive).